Dataset: Full USPTO retrosynthesis dataset with 1.9M reactions from patents (1976-2016). Task: Predict the reactants needed to synthesize the given product. (1) Given the product [OH:23][C:22]1[C:15]([CH2:16][C:17]([O:19][CH3:20])=[O:18])=[C:27]([OH:28])[N:13]=[C:12]([CH2:11][C:8]2[CH:7]=[CH:6][C:5]([N+:2]([O-:4])=[O:3])=[CH:10][CH:9]=2)[N:14]=1, predict the reactants needed to synthesize it. The reactants are: Cl.[N+:2]([C:5]1[CH:10]=[CH:9][C:8]([CH2:11][C:12](=[NH:14])[NH2:13])=[CH:7][CH:6]=1)([O-:4])=[O:3].[CH:15]([C:27](OCC)=[O:28])([C:22](OCC)=[O:23])[CH2:16][C:17]([O:19][CH2:20]C)=[O:18].C[O-].[Na+].Cl. (2) Given the product [NH2:3][C@@H:16]([CH2:25][C:26]([CH3:31])([CH3:30])[CH2:27][CH2:38][CH3:34])[CH2:17][C:18]([OH:20])=[O:19], predict the reactants needed to synthesize it. The reactants are: C[C@H]1[C@@H](C2C=CC=CC=2)OC(=O)[NH:3]1.CC(C)(CCC)[CH2:16][CH2:17][C:18]([OH:20])=[O:19].[CH3:25][C:26]([CH3:31])([CH3:30])[C:27](Cl)=O.[Cl-].[Li+].[CH2:34]1[CH2:38]OCC1. (3) Given the product [CH2:37]([N:3]([CH2:1][CH3:2])[CH2:4][CH2:5][CH2:6][NH:7][C:8]1[N:9]=[C:10]([C:27]2[CH:28]=[C:29]([CH:33]=[CH:34][C:35]=2[CH3:36])[C:30]([NH:67][CH2:63][CH:64]([CH3:66])[CH3:65])=[O:32])[C:11]2[CH:17]=[CH:16][C:15](=[O:18])[N:14]([C:19]3[C:20]([F:26])=[CH:21][CH:22]=[CH:23][C:24]=3[F:25])[C:12]=2[N:13]=1)[CH3:38], predict the reactants needed to synthesize it. The reactants are: [CH2:1]([N:3]([CH2:37][CH3:38])[CH2:4][CH2:5][CH2:6][NH:7][C:8]1[N:9]=[C:10]([C:27]2[CH:28]=[C:29]([CH:33]=[CH:34][C:35]=2[CH3:36])[C:30]([OH:32])=O)[C:11]2[CH:17]=[CH:16][C:15](=[O:18])[N:14]([C:19]3[C:24]([F:25])=[CH:23][CH:22]=[CH:21][C:20]=3[F:26])[C:12]=2[N:13]=1)[CH3:2].CN(C(ON1N=NC2C=CC=CC1=2)=[N+](C)C)C.F[P-](F)(F)(F)(F)F.[CH2:63]([NH2:67])[CH:64]([CH3:66])[CH3:65]. (4) Given the product [F:1][C:2]1[CH:3]=[CH:4][C:5]2[CH2:11][S:10](=[O:12])(=[O:13])[N:9]([CH2:22][CH2:23][CH2:24][CH2:25][CH2:26][CH3:27])[N:8]=[C:7]([C:14]3[CH:19]=[CH:18][C:17]([F:20])=[CH:16][CH:15]=3)[C:6]=2[CH:21]=1, predict the reactants needed to synthesize it. The reactants are: [F:1][C:2]1[CH:3]=[CH:4][C:5]2[CH2:11][S:10](=[O:13])(=[O:12])[NH:9][N:8]=[C:7]([C:14]3[CH:19]=[CH:18][C:17]([F:20])=[CH:16][CH:15]=3)[C:6]=2[CH:21]=1.[CH2:22](Br)[CH2:23][CH2:24][CH2:25][CH2:26][CH3:27]. (5) Given the product [F:50][C:6]1([F:5])[CH2:7][CH2:8][CH:9]([C:12]2[C:21]3[CH:20]([OH:22])[CH2:19][C:18]([CH3:23])([CH3:24])[CH2:17][C:16]=3[N:15]=[C:14]([CH:25]3[CH2:26][CH2:27][N:28]([C:31]4[N:36]=[CH:35][C:34]([O:37][CH:1]([CH3:3])[CH3:2])=[CH:33][N:32]=4)[CH2:29][CH2:30]3)[C:13]=2[CH:38]([F:49])[C:39]2[CH:40]=[CH:41][C:42]([C:45]([F:47])([F:46])[F:48])=[CH:43][CH:44]=2)[CH2:10][CH2:11]1, predict the reactants needed to synthesize it. The reactants are: [CH:1](I)([CH3:3])[CH3:2].[F:5][C:6]1([F:50])[CH2:11][CH2:10][CH:9]([C:12]2[C:21]3[CH:20]([OH:22])[CH2:19][C:18]([CH3:24])([CH3:23])[CH2:17][C:16]=3[N:15]=[C:14]([CH:25]3[CH2:30][CH2:29][N:28]([C:31]4[N:36]=[CH:35][C:34]([OH:37])=[CH:33][N:32]=4)[CH2:27][CH2:26]3)[C:13]=2[CH:38]([F:49])[C:39]2[CH:44]=[CH:43][C:42]([C:45]([F:48])([F:47])[F:46])=[CH:41][CH:40]=2)[CH2:8][CH2:7]1.